This data is from Catalyst prediction with 721,799 reactions and 888 catalyst types from USPTO. The task is: Predict which catalyst facilitates the given reaction. (1) Reactant: [OH-].[K+].[C:3]1([OH:9])[CH:8]=[CH:7][CH:6]=[CH:5][CH:4]=1.Br[CH2:11][CH2:12][O:13][CH3:14].[Cl:15][S:16](O)(=[O:18])=[O:17]. Product: [CH3:14][O:13][CH2:12][CH2:11][O:9][C:3]1[CH:8]=[CH:7][C:6]([S:16]([Cl:15])(=[O:18])=[O:17])=[CH:5][CH:4]=1. The catalyst class is: 583. (2) Reactant: [NH:1]1[CH:5]=[CH:4][N:3]=[C:2]1[C:6]([O:8][CH2:9][CH3:10])=[O:7].[CH:11]([C:13]1[CH:18]=[CH:17][C:16](B(O)O)=[CH:15][CH:14]=1)=[O:12].CN(CCN(C)C)C. Product: [CH:11]([C:13]1[CH:18]=[CH:17][C:16]([N:1]2[CH:5]=[CH:4][N:3]=[C:2]2[C:6]([O:8][CH2:9][CH3:10])=[O:7])=[CH:15][CH:14]=1)=[O:12]. The catalyst class is: 279. (3) Reactant: [CH2:1]([SH:5])[CH2:2][CH2:3][SH:4].[CH3:6][O:7][C:8]1[CH:9]=[C:10]([CH:13]=[CH:14][CH:15]=1)[CH:11]=O. Product: [CH3:6][O:7][C:8]1[CH:9]=[C:10]([CH:11]2[S:5][CH2:1][CH2:2][CH2:3][S:4]2)[CH:13]=[CH:14][CH:15]=1. The catalyst class is: 4. (4) Reactant: [F:1][C:2]1([F:8])[CH2:5][CH:4]([CH2:6][OH:7])[CH2:3]1.[Br:9][C:10]1[CH:15]=[CH:14][C:13]([S:16](Cl)(=[O:18])=[O:17])=[CH:12][CH:11]=1.C(N(CC)CC)C.Cl. Product: [Br:9][C:10]1[CH:15]=[CH:14][C:13]([S:16]([O:7][CH2:6][CH:4]2[CH2:5][C:2]([F:8])([F:1])[CH2:3]2)(=[O:18])=[O:17])=[CH:12][CH:11]=1. The catalyst class is: 2. (5) Reactant: [CH2:1]([O:8][C:9]1[CH:18]=[CH:17][CH:16]=[C:15]2[C:10]=1[CH2:11][CH2:12][CH2:13][CH:14]2[C:19]([NH:21][C:22]1[CH:23]=[N:24][C:25]([CH:28]([CH3:30])[CH3:29])=[CH:26][CH:27]=1)=[O:20])[C:2]1[CH:7]=[CH:6][CH:5]=[CH:4][CH:3]=1.[H-].[Na+].Cl[CH2:34][C:35]1[C:36]([O:43][CH3:44])=[N:37][C:38]([O:41][CH3:42])=[CH:39][CH:40]=1. Product: [CH2:1]([O:8][C:9]1[CH:18]=[CH:17][CH:16]=[C:15]2[C:10]=1[CH2:11][CH2:12][CH2:13][CH:14]2[C:19]([N:21]([CH2:34][C:35]1[C:36]([O:43][CH3:44])=[N:37][C:38]([O:41][CH3:42])=[CH:39][CH:40]=1)[C:22]1[CH:23]=[N:24][C:25]([CH:28]([CH3:30])[CH3:29])=[CH:26][CH:27]=1)=[O:20])[C:2]1[CH:7]=[CH:6][CH:5]=[CH:4][CH:3]=1. The catalyst class is: 9. (6) Reactant: [CH:1]1([S:4](Cl)(=[O:6])=[O:5])[CH2:3][CH2:2]1.N1C=CC=CC=1.[F:14][C:15]1[CH:21]=[CH:20][CH:19]=[CH:18][C:16]=1[NH2:17].C(OCC)C. Product: [F:14][C:15]1[CH:21]=[CH:20][CH:19]=[CH:18][C:16]=1[NH:17][S:4]([CH:1]([CH3:3])[CH3:2])(=[O:6])=[O:5]. The catalyst class is: 2.